From a dataset of Reaction yield outcomes from USPTO patents with 853,638 reactions. Predict the reaction yield, written as a fraction of the theoretical maximum amount of product (1.0 means a 100% yield; for example, 0.34 means a 34% yield). (1) The reactants are [C:1]([C:5]1[CH:10]=[CH:9][C:8]([S:11]([NH:14][C:15]2[CH:16]=[C:17]3[C:21](=[CH:22][CH:23]=2)[NH:20][C:19]([C:24]([OH:26])=O)=[C:18]3[C:27]2[CH:32]=[CH:31][CH:30]=[C:29]([CH3:33])[CH:28]=2)(=[O:13])=[O:12])=[CH:7][CH:6]=1)([CH3:4])([CH3:3])[CH3:2].[C:34]([NH:37][CH2:38][CH2:39][NH2:40])(=[O:36])[CH3:35]. The catalyst is ClCCl.CO. The product is [C:34]([NH:37][CH2:38][CH2:39][NH:40][C:24]([C:19]1[NH:20][C:21]2[C:17]([C:18]=1[C:27]1[CH:32]=[CH:31][CH:30]=[C:29]([CH3:33])[CH:28]=1)=[CH:16][C:15]([NH:14][S:11]([C:8]1[CH:9]=[CH:10][C:5]([C:1]([CH3:2])([CH3:3])[CH3:4])=[CH:6][CH:7]=1)(=[O:12])=[O:13])=[CH:23][CH:22]=2)=[O:26])(=[O:36])[CH3:35]. The yield is 0.490. (2) The reactants are [CH2:1]([C:3]1[CH:8]=[CH:7][C:6]([C:9]2[NH:10][C:11](=[S:14])[NH:12][N:13]=2)=[C:5]([O:15][CH3:16])[CH:4]=1)[CH3:2].Br.Br[CH2:19][C:20]1[CH:25]=[CH:24][CH:23]=[CH:22][N:21]=1. The catalyst is CCO.CCOC(C)=O. The product is [CH2:1]([C:3]1[CH:8]=[CH:7][C:6]([C:9]2[NH:13][N:12]=[C:11]([S:14][CH2:19][C:20]3[CH:25]=[CH:24][CH:23]=[CH:22][N:21]=3)[N:10]=2)=[C:5]([O:15][CH3:16])[CH:4]=1)[CH3:2]. The yield is 0.680. (3) The catalyst is [Pd].C(O)C. The reactants are C([O:8][C:9]1[CH:10]=[CH:11][C:12]([C:16]2[CH2:25][CH2:24][C:19]3([O:23][CH2:22][CH2:21][O:20]3)[CH2:18][CH:17]=2)=[C:13]([OH:15])[CH:14]=1)C1C=CC=CC=1. The product is [O:20]1[C:19]2([CH2:24][CH2:25][CH:16]([C:12]3[CH:11]=[CH:10][C:9]([OH:8])=[CH:14][C:13]=3[OH:15])[CH2:17][CH2:18]2)[O:23][CH2:22][CH2:21]1. The yield is 1.00. (4) The reactants are [NH2:1][C:2]1[CH2:3][N:4]([C:9]([O:11][C:12]([CH3:15])([CH3:14])[CH3:13])=[O:10])[CH2:5][C:6]=1[C:7]#[N:8].C(O)(=O)C.[CH:20](N)=[NH:21]. The catalyst is C(O)CCC. The product is [NH2:8][C:7]1[C:6]2[CH2:5][N:4]([C:9]([O:11][C:12]([CH3:15])([CH3:14])[CH3:13])=[O:10])[CH2:3][C:2]=2[N:1]=[CH:20][N:21]=1. The yield is 0.430. (5) The catalyst is C1COCC1. The product is [CH:1]12[CH2:7][CH:4]([CH:3]=[CH:2]1)[CH2:5][CH2:6]2.[CH3:22][CH2:21][O:20][CH2:2][C:8]([O-:10])=[O:9]. The yield is 0.890. The reactants are [CH:1]12[CH2:7][CH:4]([CH:5]=[CH:6]1)[CH2:3][CH:2]2[C:8]([OH:10])=[O:9].C(N(CC)CC)C.ClC[O:20][CH2:21][CH3:22]. (6) The yield is 0.0918. The product is [CH3:10][NH:11][C:12](=[O:22])[C:13]1[CH:21]=[CH:20][CH:19]=[C:15]([C:16]([NH:44][CH2:45][C:46](=[O:47])[N:48]2[CH2:49][CH2:50][N:51]([C:54](=[O:65])[C:55]3[CH:60]=[CH:59][CH:58]=[CH:57][C:56]=3[C:61]([F:64])([F:62])[F:63])[CH2:52][CH2:53]2)=[O:17])[CH:14]=1. The reactants are CCN(C(C)C)C(C)C.[CH3:10][NH:11][C:12](=[O:22])[C:13]1[CH:14]=[C:15]([CH:19]=[CH:20][CH:21]=1)[C:16](O)=[O:17].CCN=C=NCCCN(C)C.C1C=CC2N(O)N=NC=2C=1.[NH2:44][CH2:45][C:46]([N:48]1[CH2:53][CH2:52][N:51]([C:54](=[O:65])[C:55]2[CH:60]=[CH:59][CH:58]=[CH:57][C:56]=2[C:61]([F:64])([F:63])[F:62])[CH2:50][CH2:49]1)=[O:47].Cl. The catalyst is CN(C=O)C.O.